This data is from Full USPTO retrosynthesis dataset with 1.9M reactions from patents (1976-2016). The task is: Predict the reactants needed to synthesize the given product. (1) The reactants are: [Cl:1][C:2]1[CH:7]=[CH:6][C:5]([C:8]2[CH:13]=[C:12]([CH3:14])[N:11]=[CH:10][C:9]=2[CH2:15][OH:16])=[C:4](F)[CH:3]=1.[H-].[Na+]. Given the product [Cl:1][C:2]1[CH:7]=[CH:6][C:5]2[C:8]3[C:9](=[CH:10][N:11]=[C:12]([CH3:14])[CH:13]=3)[CH2:15][O:16][C:4]=2[CH:3]=1, predict the reactants needed to synthesize it. (2) Given the product [F:20][C:17]1[N:18]=[CH:19][C:14](/[CH:12]=[CH:11]/[CH2:10][CH2:9][CH2:8][CH2:7][CH:2]([OH:1])[C:3]([O:5][CH3:6])=[O:4])=[CH:15][CH:16]=1, predict the reactants needed to synthesize it. The reactants are: [OH:1][CH:2]([CH2:7][CH2:8][CH2:9][CH2:10][CH:11]=[CH2:12])[C:3]([O:5][CH3:6])=[O:4].Br[C:14]1[CH:15]=[CH:16][C:17]([F:20])=[N:18][CH:19]=1.C(N(CC)CC)C.C1(C)C=CC=CC=1P(C1C=CC=CC=1C)C1C=CC=CC=1C. (3) Given the product [CH2:3]([N:12]1[CH:11]([CH2:7][CH2:8][CH3:9])[CH2:6][CH2:5][CH:4]1[CH2:3][CH2:16][CH3:17])[C:4]1[CH:9]=[CH:8][CH:7]=[CH:6][CH:5]=1, predict the reactants needed to synthesize it. The reactants are: [OH-].[K+].[CH2:3](N)[C:4]1[CH:9]=[CH:8][CH:7]=[CH:6][CH:5]=1.[C:11]([BH3-])#[N:12].[Na+].Cl.[C:16](O)(=O)[CH3:17]. (4) Given the product [CH3:8][C:7]1[CH:6]=[CH:5][N:4]=[CH:3][C:2]=1[NH:1][C:19](=[O:20])[O:21][C:22]([CH3:25])([CH3:24])[CH3:23], predict the reactants needed to synthesize it. The reactants are: [NH2:1][C:2]1[CH:3]=[N:4][CH:5]=[CH:6][C:7]=1[CH3:8].C[Si](C)(C)[N-][Si](C)(C)C.[Na+].[C:19](O[C:19]([O:21][C:22]([CH3:25])([CH3:24])[CH3:23])=[O:20])([O:21][C:22]([CH3:25])([CH3:24])[CH3:23])=[O:20]. (5) Given the product [CH3:4][O:5][C:6]([C:8]1[O:9][C:10]([CH3:30])=[C:11]([CH2:13][S:14][C:15]2[CH:16]=[CH:17][C:18]([C:37]3[CH:38]=[CH:39][C:34]([O:33][CH:32]([F:41])[F:31])=[CH:35][CH:36]=3)=[CH:19][CH:20]=2)[CH:12]=1)=[O:7], predict the reactants needed to synthesize it. The reactants are: ClCCl.[CH3:4][O:5][C:6]([C:8]1[O:9][C:10]([CH3:30])=[C:11]([CH2:13][S:14][C:15]2[CH:20]=[CH:19][C:18](B3OC(C)(C)C(C)(C)O3)=[CH:17][CH:16]=2)[CH:12]=1)=[O:7].[F:31][CH:32]([F:41])[O:33][C:34]1[CH:39]=[CH:38][C:37](I)=[CH:36][CH:35]=1.C(=O)([O-])[O-].[Cs+].[Cs+]. (6) Given the product [CH3:15][O:16][C:17]1[CH:24]=[CH:23][C:20]([CH2:21][N:4]2[C:5](=[O:6])[C:7]3[CH:8]=[CH:9][CH:10]=[CH:11][C:12]=3[S:1]2(=[O:2])=[O:3])=[CH:19][CH:18]=1, predict the reactants needed to synthesize it. The reactants are: [S:1]1([C:12]2[C:7](=[CH:8][CH:9]=[CH:10][CH:11]=2)[C:5](=[O:6])[NH:4]1)(=[O:3])=[O:2].[H-].[Na+].[CH3:15][O:16][C:17]1[CH:24]=[CH:23][C:20]([CH2:21]Cl)=[CH:19][CH:18]=1. (7) Given the product [F:30][C:29]([F:32])([F:31])[C:27]([OH:33])=[O:28].[F:25][C:22]([F:23])([F:24])[CH2:21][N:18]1[CH:19]=[CH:20][C:16]([NH:15][C:14]([C@@H:13]2[CH2:12][C@@H:11]3[C@@H:9]([CH2:10]3)[NH:8]2)=[O:26])=[N:17]1, predict the reactants needed to synthesize it. The reactants are: C(OC([N:8]1[C@H:13]([C:14](=[O:26])[NH:15][C:16]2[CH:20]=[CH:19][N:18]([CH2:21][C:22]([F:25])([F:24])[F:23])[N:17]=2)[CH2:12][C@@H:11]2[C@H:9]1[CH2:10]2)=O)(C)(C)C.[C:27]([OH:33])([C:29]([F:32])([F:31])[F:30])=[O:28].